This data is from Reaction yield outcomes from USPTO patents with 853,638 reactions. The task is: Predict the reaction yield, written as a fraction of the theoretical maximum amount of product (1.0 means a 100% yield; for example, 0.34 means a 34% yield). The catalyst is O. The yield is 0.920. The product is [Cl:1][C:2]1[CH:8]=[CH:7][C:5]([N:6]2[CH:14]=[N:12][N:11]=[N:10]2)=[C:4]([I:9])[CH:3]=1. The reactants are [Cl:1][C:2]1[CH:8]=[CH:7][C:5]([NH2:6])=[C:4]([I:9])[CH:3]=1.[N-:10]=[N+:11]=[N-:12].[Na+].[CH:14](OC)(OC)OC.C(O)(=O)C.